Dataset: Forward reaction prediction with 1.9M reactions from USPTO patents (1976-2016). Task: Predict the product of the given reaction. (1) Given the reactants [Si]([O:8][C@@H:9]1[C@@H:14]([CH3:15])[CH2:13][N:12]([C:16]2[CH:21]=[CH:20][N:19]=[CH:18][C:17]=2[NH:22][C:23]([C:25]2[N:30]=[C:29]3[N:31]=[C:32]([CH:34]4[CH2:36][CH2:35]4)[S:33][C:28]3=[CH:27][CH:26]=2)=[O:24])[CH2:11][C@H:10]1[NH:37]C(=O)OC(C)(C)C)(C(C)(C)C)(C)C.Cl.O1CCOCC1.N, predict the reaction product. The product is: [NH2:37][C@H:10]1[C@H:9]([OH:8])[C@@H:14]([CH3:15])[CH2:13][N:12]([C:16]2[CH:21]=[CH:20][N:19]=[CH:18][C:17]=2[NH:22][C:23]([C:25]2[N:30]=[C:29]3[N:31]=[C:32]([CH:34]4[CH2:36][CH2:35]4)[S:33][C:28]3=[CH:27][CH:26]=2)=[O:24])[CH2:11]1. (2) Given the reactants [CH:1]1([NH:4][C:5]([C:7]2[CH:8]=[CH:9][C:10]([CH3:32])=[C:11]([C:13]3[CH:14]=[C:15]4[C:20](=[CH:21][CH:22]=3)[C:19](=[O:23])[N:18]([CH2:24][CH:25]3[CH2:27][CH2:26]3)[CH:17]=[C:16]4[C:28]([O:30]C)=[O:29])[CH:12]=2)=[O:6])[CH2:3][CH2:2]1.[OH-].[Na+].C(O)(=O)C.O, predict the reaction product. The product is: [CH:1]1([NH:4][C:5]([C:7]2[CH:8]=[CH:9][C:10]([CH3:32])=[C:11]([C:13]3[CH:14]=[C:15]4[C:20](=[CH:21][CH:22]=3)[C:19](=[O:23])[N:18]([CH2:24][CH:25]3[CH2:27][CH2:26]3)[CH:17]=[C:16]4[C:28]([OH:30])=[O:29])[CH:12]=2)=[O:6])[CH2:3][CH2:2]1.